This data is from Catalyst prediction with 721,799 reactions and 888 catalyst types from USPTO. The task is: Predict which catalyst facilitates the given reaction. Reactant: [OH:1][CH:2]([C:18]1[CH:23]=[C:22]([CH3:24])[CH:21]=[C:20]([O:25][CH3:26])[CH:19]=1)[C@@H:3]1[C@:12]2([CH3:13])[C@H:7]([C:8]([CH3:15])([CH3:14])[CH2:9][CH2:10][CH2:11]2)[CH2:6][CH2:5][C@@:4]1([CH3:17])[OH:16].[Cr](Cl)([O-])(=O)=O.[NH+]1C=CC=CC=1. Product: [CH3:26][O:25][C:20]1[CH:19]=[C:18]([C:2]([C@@H:3]2[C@:12]3([CH3:13])[C@H:7]([C:8]([CH3:15])([CH3:14])[CH2:9][CH2:10][CH2:11]3)[CH2:6][CH2:5][C@@:4]2([CH3:17])[OH:16])=[O:1])[CH:23]=[C:22]([CH3:24])[CH:21]=1. The catalyst class is: 2.